Dataset: Forward reaction prediction with 1.9M reactions from USPTO patents (1976-2016). Task: Predict the product of the given reaction. (1) The product is: [Cl:1][C:2]1[CH:3]=[C:4]([NH:9][C:10]2[C:11]3[C:18](=[CH:35][C:23]4[NH:24][C:25]([C:26]([N:28]5[CH2:29][CH2:30][N:31]([CH3:34])[CH2:32][CH2:33]5)=[O:27])=[C:21]([CH3:20])[CH:22]=4)[C:17](=[O:19])[NH:16][C:12]=3[N:13]=[CH:14][N:15]=2)[CH:5]=[CH:6][C:7]=1[F:8]. Given the reactants [Cl:1][C:2]1[CH:3]=[C:4]([NH:9][C:10]2[C:11]3[CH2:18][C:17](=[O:19])[NH:16][C:12]=3[N:13]=[CH:14][N:15]=2)[CH:5]=[CH:6][C:7]=1[F:8].[CH3:20][C:21]1[CH:22]=[C:23]([CH:35]=O)[NH:24][C:25]=1[C:26]([N:28]1[CH2:33][CH2:32][N:31]([CH3:34])[CH2:30][CH2:29]1)=[O:27], predict the reaction product. (2) Given the reactants [CH3:1][O:2][C:3]1[CH:11]=[CH:10][C:6]([C:7](Cl)=[O:8])=[CH:5][CH:4]=1.N[CH:13]([CH2:21][NH:22][C:23]1[C:28]([CH3:29])=[C:27]([N:30]2[CH2:35][CH2:34][CH:33]([C:36]3[CH:45]=[CH:44][C:43]4[CH2:42][CH2:41][CH2:40][NH:39][C:38]=4[N:37]=3)[CH2:32][CH2:31]2)[N:26]=[CH:25][N:24]=1)[C:14]([O:16][C:17]([CH3:20])([CH3:19])[CH3:18])=[O:15], predict the reaction product. The product is: [CH3:29][C:28]1[C:23]([NH:22][CH2:21][CH:13]([C:7](=[O:8])[C:6]2[CH:10]=[CH:11][C:3]([O:2][CH3:1])=[CH:4][CH:5]=2)[C:14]([O:16][C:17]([CH3:20])([CH3:19])[CH3:18])=[O:15])=[N:24][CH:25]=[N:26][C:27]=1[N:30]1[CH2:35][CH2:34][CH:33]([C:36]2[CH:45]=[CH:44][C:43]3[CH2:42][CH2:41][CH2:40][NH:39][C:38]=3[N:37]=2)[CH2:32][CH2:31]1. (3) Given the reactants [F:1][C:2]1[CH:7]=[CH:6][C:5]([C:8]2[C:9]([CH2:24][CH2:25][CH2:26][CH2:27][C:28]([O:30][C:31]([CH3:34])([CH3:33])[CH3:32])=[O:29])=[N:10][C:11]3[C:16]([N:17]=2)=[CH:15][CH:14]=[C:13]([C:18](=[O:23])N(OC)C)[CH:12]=3)=[CH:4][CH:3]=1.[CH:35]1([Mg]Br)[CH2:37][CH2:36]1, predict the reaction product. The product is: [CH:35]1([C:18]([C:13]2[CH:12]=[C:11]3[C:16]([N:17]=[C:8]([C:5]4[CH:6]=[CH:7][C:2]([F:1])=[CH:3][CH:4]=4)[C:9]([CH2:24][CH2:25][CH2:26][CH2:27][C:28]([O:30][C:31]([CH3:34])([CH3:33])[CH3:32])=[O:29])=[N:10]3)=[CH:15][CH:14]=2)=[O:23])[CH2:37][CH2:36]1. (4) Given the reactants [F:1][C:2]1[CH:3]=[C:4]([C:9]2[C:18]3[C:13](=[CH:14][CH:15]=[CH:16][CH:17]=3)[C:12]([CH:19]=O)=[CH:11][CH:10]=2)[CH:5]=[CH:6][C:7]=1[OH:8].Cl.[NH2:22][OH:23].N1C=CC=CC=1, predict the reaction product. The product is: [F:1][C:2]1[CH:3]=[C:4]([C:9]2[C:18]3[C:13](=[CH:14][CH:15]=[CH:16][CH:17]=3)[C:12]([CH:19]=[N:22][OH:23])=[CH:11][CH:10]=2)[CH:5]=[CH:6][C:7]=1[OH:8]. (5) Given the reactants [C:1]([O:5][C:6]([N:8]1[CH2:14][CH2:13][CH2:12][N:11]([C:15]2[CH:20]=[C:19]([C:21]3[CH:26]=[CH:25][CH:24]=[C:23]([C:27]([F:30])([F:29])[F:28])[CH:22]=3)[N:18]=[C:17](S(C)(=O)=O)[N:16]=2)[CH2:10][CH2:9]1)=[O:7])([CH3:4])([CH3:3])[CH3:2].[C-:35]#[N:36].[Na+], predict the reaction product. The product is: [C:1]([O:5][C:6]([N:8]1[CH2:14][CH2:13][CH2:12][N:11]([C:15]2[CH:20]=[C:19]([C:21]3[CH:26]=[CH:25][CH:24]=[C:23]([C:27]([F:30])([F:29])[F:28])[CH:22]=3)[N:18]=[C:17]([C:35]#[N:36])[N:16]=2)[CH2:10][CH2:9]1)=[O:7])([CH3:4])([CH3:3])[CH3:2].